From a dataset of Forward reaction prediction with 1.9M reactions from USPTO patents (1976-2016). Predict the product of the given reaction. (1) Given the reactants [C:1]([C:3]1([CH2:16][O:17]S(C2C=CC(C)=CC=2)(=O)=O)[CH2:8][CH2:7][N:6]([C:9]([O:11][C:12]([CH3:15])([CH3:14])[CH3:13])=[O:10])[CH2:5][CH2:4]1)#[N:2].[CH:28]1([C:31]2[C:32](O)=[CH:33][C:34]([F:41])=[C:35]([CH:40]=2)[C:36]([O:38][CH3:39])=[O:37])[CH2:30][CH2:29]1.C(=O)([O-])[O-].[K+].[K+], predict the reaction product. The product is: [C:1]([C:3]1([CH2:16][O:17][C:32]2[CH:33]=[C:34]([F:41])[C:35]([C:36]([O:38][CH3:39])=[O:37])=[CH:40][C:31]=2[CH:28]2[CH2:30][CH2:29]2)[CH2:4][CH2:5][N:6]([C:9]([O:11][C:12]([CH3:13])([CH3:14])[CH3:15])=[O:10])[CH2:7][CH2:8]1)#[N:2]. (2) Given the reactants [C:1]1([CH:7]([O:13][C:14]2[CH:19]=[CH:18][C:17]([C:20]([F:23])([F:22])[F:21])=[CH:16][CH:15]=2)[CH2:8][CH2:9][CH2:10][CH2:11][NH2:12])[CH:6]=[CH:5][CH:4]=[CH:3][CH:2]=1.C(N(C(C)C)CC)(C)C.Br[CH2:34][CH2:35][CH2:36][CH2:37]Br, predict the reaction product. The product is: [C:1]1([CH:7]([O:13][C:14]2[CH:15]=[CH:16][C:17]([C:20]([F:21])([F:22])[F:23])=[CH:18][CH:19]=2)[CH2:8][CH2:9][CH2:10][CH2:11][N:12]2[CH2:37][CH2:36][CH2:35][CH2:34]2)[CH:6]=[CH:5][CH:4]=[CH:3][CH:2]=1. (3) Given the reactants Br[C:2]1[CH:3]=[C:4]([C:11]2[CH:12]=[CH:13][CH:14]=[C:15]3[C:20]=2[CH:19]=[C:18]([C:21]([O:23][CH3:24])=[O:22])[CH:17]=[CH:16]3)[C:5]2[O:9][CH2:8][CH2:7][C:6]=2[CH:10]=1.C(N(CC)CC)C, predict the reaction product. The product is: [O:9]1[C:5]2[C:4]([C:11]3[CH:12]=[CH:13][CH:14]=[C:15]4[C:20]=3[CH:19]=[C:18]([C:21]([O:23][CH3:24])=[O:22])[CH:17]=[CH:16]4)=[CH:3][CH:2]=[CH:10][C:6]=2[CH2:7][CH2:8]1. (4) Given the reactants [Cl:1][C:2]1[CH:7]=[CH:6][C:5]([N:8]2[C:12]3[N:13]=[C:14](S(CC)(=O)=O)[N:15]=[C:16](S(CC)(=O)=O)[C:11]=3[CH:10]=[CH:9]2)=[CH:4][CH:3]=1.[NH:27]1[CH2:32][CH2:31][O:30][CH2:29][CH2:28]1.[CH:33]([N:36](CC)C(C)C)(C)C, predict the reaction product. The product is: [Cl:1][C:2]1[CH:3]=[CH:4][C:5]([N:8]2[C:12]3[N:13]=[C:14]([C:33]#[N:36])[N:15]=[C:16]([N:27]4[CH2:32][CH2:31][O:30][CH2:29][CH2:28]4)[C:11]=3[CH:10]=[CH:9]2)=[CH:6][CH:7]=1. (5) Given the reactants C([O:3][C:4](=[O:35])[CH2:5][NH:6][S:7]([C:10]1[S:14][C:13]([NH:15][C:16]([N:18]([CH2:29][CH:30]2[CH2:34][CH2:33][CH2:32][CH2:31]2)[C:19]2[CH:24]=[CH:23][C:22]([S:25]([CH3:28])(=[O:27])=[O:26])=[CH:21][CH:20]=2)=[O:17])=[N:12][CH:11]=1)(=[O:9])=[O:8])C.C1(CN(C2C=CC(S(C)(=O)=O)=CC=2)C(=O)NC2SC=C(CC(O)=O)N=2)CCCC1.C1(CNC2C=CC(S(C)(=O)=O)=CC=2)CCCC1.C(OC(=O)CNS(C1SC(N)=NC=1)(=O)=O)C.COC([C@@H]1CCCN1S(C1SC(N)=NC=1)(=O)=O)=O, predict the reaction product. The product is: [CH:30]1([CH2:29][N:18]([C:19]2[CH:24]=[CH:23][C:22]([S:25]([CH3:28])(=[O:26])=[O:27])=[CH:21][CH:20]=2)[C:16](=[O:17])[NH:15][C:13]2[S:14][C:10]([S:7]([NH:6][CH2:5][C:4]([OH:35])=[O:3])(=[O:9])=[O:8])=[CH:11][N:12]=2)[CH2:34][CH2:33][CH2:32][CH2:31]1. (6) The product is: [CH2:1]([C:3]1[CH:8]=[CH:7][CH:6]=[C:5]2[C:4]=1[O:9][C:12](=[O:13])[CH:11]=[C:10]2[OH:15])[CH3:2]. Given the reactants [CH2:1]([C:3]1[CH:8]=[CH:7][CH:6]=[CH:5][C:4]=1[OH:9])[CH3:2].[C:10](O)(=[O:15])[CH2:11][C:12](O)=[O:13].P(Cl)(Cl)(Cl)=O.C(=O)([O-])[O-].[Na+].[Na+], predict the reaction product.